From a dataset of Forward reaction prediction with 1.9M reactions from USPTO patents (1976-2016). Predict the product of the given reaction. (1) Given the reactants CCO.[OH:4][C:5]1[C:6]([C:19](=[N:38][OH:39])[CH2:20][CH2:21][C:22]2[S:23][C:24]3[CH:33]=[C:32]([C:34]([F:37])([F:36])[F:35])[CH:31]=[CH:30][C:25]=3[C:26]=2[CH2:27][CH2:28][CH3:29])=[CH:7][C:8]([CH3:18])=[C:9]([CH:17]=1)[O:10][CH2:11][C:12]([O:14]CC)=[O:13].O.[OH-].[Li+].Cl, predict the reaction product. The product is: [OH:4][C:5]1[C:6]([C:19](=[N:38][OH:39])[CH2:20][CH2:21][C:22]2[S:23][C:24]3[CH:33]=[C:32]([C:34]([F:36])([F:37])[F:35])[CH:31]=[CH:30][C:25]=3[C:26]=2[CH2:27][CH2:28][CH3:29])=[CH:7][C:8]([CH3:18])=[C:9]([CH:17]=1)[O:10][CH2:11][C:12]([OH:14])=[O:13]. (2) Given the reactants [F:1][C:2]1[C:11]([CH3:12])=[C:10]2[C:5]([CH:6]=[CH:7][C:8](=[O:13])[NH:9]2)=[CH:4][CH:3]=1.[CH3:14]C(C)([O-])C.[K+].CI.O, predict the reaction product. The product is: [F:1][C:2]1[C:11]([CH3:12])=[C:10]2[C:5]([CH:6]=[CH:7][C:8]([O:13][CH3:14])=[N:9]2)=[CH:4][CH:3]=1. (3) Given the reactants [CH3:1][C:2]1[CH:3]=[C:4]([OH:11])[CH:5]=[CH:6][C:7]=1[S:8]C#N.O.O.O.O.O.O.O.O.O.[S-2].[Na+].[Na+].Cl, predict the reaction product. The product is: [SH:8][C:7]1[CH:6]=[CH:5][C:4]([OH:11])=[CH:3][C:2]=1[CH3:1]. (4) The product is: [CH2:2]([C:1]1[N:39]([CH2:40][CH2:41][CH2:42][CH2:43][CH2:44][C:45]([O:47][CH2:48][CH3:49])=[O:46])[C:38]2[C:37]3[CH:36]=[CH:35][CH:34]=[CH:33][C:32]=3[N:31]=[CH:30][C:29]=2[N:28]=1)[CH2:3][CH3:4]. Given the reactants [C:1](OC)(OC)(OC)[CH2:2][CH2:3][CH3:4].C1(C)C=CC(S([O-])(=O)=O)=CC=1.[NH+]1C=CC=CC=1.[NH2:28][C:29]1[CH:30]=[N:31][C:32]2[C:37]([C:38]=1[NH:39][CH2:40][CH2:41][CH2:42][CH2:43][CH2:44][C:45]([O:47][CH2:48][CH3:49])=[O:46])=[CH:36][CH:35]=[CH:34][CH:33]=2, predict the reaction product. (5) Given the reactants [NH2:1][C:2]1[N:7]=[C:6]([NH:8][CH2:9][C:10]([NH:12][C:13]2[CH:18]=[CH:17][CH:16]=[C:15]([C:19]([F:22])([F:21])[F:20])[CH:14]=2)=[O:11])[C:5]([CH:23]=O)=[C:4]([S:25][CH3:26])[N:3]=1.C(=O)(O)[O-].[K+].Cl.[NH2:33][OH:34], predict the reaction product. The product is: [NH2:1][C:2]1[N:7]=[C:6]([NH:8][CH2:9][C:10]([NH:12][C:13]2[CH:18]=[CH:17][CH:16]=[C:15]([C:19]([F:22])([F:21])[F:20])[CH:14]=2)=[O:11])[C:5]([CH:23]=[N:33][OH:34])=[C:4]([S:25][CH3:26])[N:3]=1. (6) Given the reactants [H-].[Na+].[CH:3]1([C:8]([O:10]C)=O)[CH2:7][CH2:6][CH2:5][CH2:4]1.[C:12](#[N:14])[CH3:13], predict the reaction product. The product is: [CH:3]1([C:8](=[O:10])[CH2:13][C:12]#[N:14])[CH2:4][CH2:5][CH2:6][CH2:7]1.